Dataset: Forward reaction prediction with 1.9M reactions from USPTO patents (1976-2016). Task: Predict the product of the given reaction. (1) Given the reactants CON(C)[C:4]([C:6]1[C:15](=[O:16])[C:14]2[C:9](=[CH:10][CH:11]=[CH:12][CH:13]=2)[N:8]([CH2:17][C:18]2[CH:23]=[CH:22][CH:21]=[C:20]([Cl:24])[CH:19]=2)[CH:7]=1)=[O:5].I[C:27]1[CH:28]=[C:29]([CH3:35])[C:30]([O:33][CH3:34])=[N:31][CH:32]=1.C([Mg]Cl)(C)C, predict the reaction product. The product is: [Cl:24][C:20]1[CH:19]=[C:18]([CH:23]=[CH:22][CH:21]=1)[CH2:17][N:8]1[C:9]2[C:14](=[CH:13][CH:12]=[CH:11][CH:10]=2)[C:15](=[O:16])[C:6]([C:4]([C:27]2[CH:32]=[N:31][C:30]([O:33][CH3:34])=[C:29]([CH3:35])[CH:28]=2)=[O:5])=[CH:7]1. (2) Given the reactants [NH2:1][CH2:2][CH2:3][C:4]1[CH:9]=[CH:8][CH:7]=[CH:6][N:5]=1.CCN=C=NCCCN(C)C.[ClH:21].[F:22][C:23]1[CH:33]=[CH:32][CH:31]=[CH:30][C:24]=1[CH:25]=[CH:26][C:27](O)=[O:28].Cl.O1CCOCC1, predict the reaction product. The product is: [ClH:21].[F:22][C:23]1[CH:33]=[CH:32][CH:31]=[CH:30][C:24]=1/[CH:25]=[CH:26]/[C:27]([NH:1][CH2:2][CH2:3][C:4]1[CH:9]=[CH:8][CH:7]=[CH:6][N:5]=1)=[O:28]. (3) The product is: [O:31]=[C:19]1[CH:18]2[CH2:17][CH2:16][CH:15]1[CH2:21][C:22]1[CH:27]=[CH:26][CH:25]=[CH:24][C:23]=1[CH2:28]2. Given the reactants C(N(C(C)C)C(C)C)C.N1([C:15]2[CH2:19][CH2:18][CH2:17][CH:16]=2)CCCC1.Br[CH2:21][C:22]1[C:23]([CH2:28]Br)=[CH:24][CH:25]=[CH:26][CH:27]=1.Cl.[OH2:31], predict the reaction product. (4) Given the reactants [O:1]1[C:5]2[CH:6]=[CH:7][C:8]([S:10]([N:13]([O:41][CH:42]([CH2:45][CH3:46])[CH2:43][CH3:44])[CH2:14][C@@H:15]([OH:40])[C@@H:16]([NH:32]C(=O)OC(C)(C)C)[CH2:17][C:18]3[CH:23]=[CH:22][C:21]([O:24][CH2:25][C:26]4[CH:31]=[CH:30][CH:29]=[CH:28][CH:27]=4)=[CH:20][CH:19]=3)(=[O:12])=[O:11])=[CH:9][C:4]=2[O:3][CH2:2]1.FC(F)(F)C(O)=O, predict the reaction product. The product is: [NH2:32][C@@H:16]([CH2:17][C:18]1[CH:19]=[CH:20][C:21]([O:24][CH2:25][C:26]2[CH:31]=[CH:30][CH:29]=[CH:28][CH:27]=2)=[CH:22][CH:23]=1)[C@H:15]([OH:40])[CH2:14][N:13]([O:41][CH:42]([CH2:43][CH3:44])[CH2:45][CH3:46])[S:10]([C:8]1[CH:7]=[CH:6][C:5]2[O:1][CH2:2][O:3][C:4]=2[CH:9]=1)(=[O:11])=[O:12]. (5) The product is: [CH3:9][O:8][C:6]([C:5]1[C:4]([CH3:3])=[CH:13][C:12]([C:14]([OH:16])=[O:15])=[C:11]([CH3:18])[CH:10]=1)=[O:7]. Given the reactants CO.[CH3:3][C:4]1[CH:13]=[C:12]([C:14]([O:16]C)=[O:15])[C:11]([CH3:18])=[CH:10][C:5]=1[C:6]([O:8][CH3:9])=[O:7].[OH-].[Li+], predict the reaction product.